From a dataset of Forward reaction prediction with 1.9M reactions from USPTO patents (1976-2016). Predict the product of the given reaction. (1) Given the reactants [F:1][C:2]1[CH:7]=[CH:6][CH:5]=[C:4]([N+:8]([O-:10])=[O:9])[C:3]=1OS(C(F)(F)F)(=O)=O.[CH2:19]([NH2:22])[CH2:20][CH3:21], predict the reaction product. The product is: [F:1][C:2]1[CH:7]=[CH:6][CH:5]=[C:4]([N+:8]([O-:10])=[O:9])[C:3]=1[NH:22][CH2:19][CH2:20][CH3:21]. (2) Given the reactants ClC1[C:7]([C:8]2[CH:9]=[C:10]3[C:14](=[CH:15][CH:16]=2)NN=C3)=CC=CN=1.CC1C=C(B(O)O)C=CC=1.Br[C:28]1[C:33]([Cl:34])=[CH:32][CH:31]=[CH:30][N:29]=1.C([O-])([O-])=O.[Na+].[Na+], predict the reaction product. The product is: [Cl:34][C:33]1[C:28]([C:15]2[CH:14]=[CH:10][CH:9]=[C:8]([CH3:7])[CH:16]=2)=[N:29][CH:30]=[CH:31][CH:32]=1. (3) The product is: [CH2:23]([N:19]1[CH:18]=[C:17]2[C:21]([CH:22]=[C:14]([C:8]3[CH:9]=[C:10]([CH2:11][CH2:12][Br:31])[N:6]4[C:7]=3[C:2]([NH2:1])=[N:3][CH:4]=[N:5]4)[CH:15]=[CH:16]2)=[N:20]1)[C:24]1[CH:29]=[CH:28][CH:27]=[CH:26][CH:25]=1. Given the reactants [NH2:1][C:2]1[C:7]2=[C:8]([C:14]3[CH:15]=[CH:16][C:17]4[C:21]([CH:22]=3)=[N:20][N:19]([CH2:23][C:24]3[CH:29]=[CH:28][CH:27]=[CH:26][CH:25]=3)[CH:18]=4)[CH:9]=[C:10]([CH2:11][CH2:12]O)[N:6]2[N:5]=[CH:4][N:3]=1.C(Br)(Br)(Br)[Br:31].C1(P(C2C=CC=CC=2)C2C=CC=CC=2)C=CC=CC=1.CCOC(C)=O, predict the reaction product. (4) Given the reactants O[Li].O.O.[OH:5][C:6]1([C:18]([O:20]C)=[O:19])[C:15]2[C:10](=[CH:11][CH:12]=[C:13]([O:16][CH3:17])[CH:14]=2)[CH2:9][CH2:8][CH2:7]1, predict the reaction product. The product is: [OH:5][C:6]1([C:18]([OH:20])=[O:19])[C:15]2[C:10](=[CH:11][CH:12]=[C:13]([O:16][CH3:17])[CH:14]=2)[CH2:9][CH2:8][CH2:7]1.